Dataset: NCI-60 drug combinations with 297,098 pairs across 59 cell lines. Task: Regression. Given two drug SMILES strings and cell line genomic features, predict the synergy score measuring deviation from expected non-interaction effect. (1) Drug 1: C(=O)(N)NO. Drug 2: CC1CCCC2(C(O2)CC(NC(=O)CC(C(C(=O)C(C1O)C)(C)C)O)C(=CC3=CSC(=N3)C)C)C. Cell line: UACC-257. Synergy scores: CSS=22.3, Synergy_ZIP=7.80, Synergy_Bliss=1.32, Synergy_Loewe=-18.1, Synergy_HSA=0.0300. (2) Drug 1: CC1=C2C(C(=O)C3(C(CC4C(C3C(C(C2(C)C)(CC1OC(=O)C(C(C5=CC=CC=C5)NC(=O)OC(C)(C)C)O)O)OC(=O)C6=CC=CC=C6)(CO4)OC(=O)C)OC)C)OC. Drug 2: CCCS(=O)(=O)NC1=C(C(=C(C=C1)F)C(=O)C2=CNC3=C2C=C(C=N3)C4=CC=C(C=C4)Cl)F. Cell line: SK-MEL-5. Synergy scores: CSS=50.9, Synergy_ZIP=1.91, Synergy_Bliss=1.12, Synergy_Loewe=3.31, Synergy_HSA=7.69. (3) Synergy scores: CSS=19.9, Synergy_ZIP=-3.12, Synergy_Bliss=-2.34, Synergy_Loewe=-12.7, Synergy_HSA=-2.94. Cell line: HOP-62. Drug 1: C1C(C(OC1N2C=C(C(=O)NC2=O)F)CO)O. Drug 2: CCCCC(=O)OCC(=O)C1(CC(C2=C(C1)C(=C3C(=C2O)C(=O)C4=C(C3=O)C=CC=C4OC)O)OC5CC(C(C(O5)C)O)NC(=O)C(F)(F)F)O.